From a dataset of Reaction yield outcomes from USPTO patents with 853,638 reactions. Predict the reaction yield, written as a fraction of the theoretical maximum amount of product (1.0 means a 100% yield; for example, 0.34 means a 34% yield). (1) The reactants are [C:1]([O:5][C@@H:6]([C:12]1[C:13]([CH3:44])=[N:14][C:15]([CH3:43])=[C:16]([C:26]2[CH:31]=[CH:30][C:29]([O:32][CH2:33][CH2:34][CH2:35][C:36]3[CH:41]=[CH:40][C:39]([F:42])=[CH:38][CH:37]=3)=[CH:28][CH:27]=2)[C:17]=1[N:18]1[CH2:23][CH2:22][C:21]([CH3:25])([CH3:24])[CH2:20][CH2:19]1)[C:7]([O:9]CC)=[O:8])([CH3:4])([CH3:3])[CH3:2].[Li+].[OH-]. The catalyst is CCO.O. The product is [C:1]([O:5][C@@H:6]([C:12]1[C:13]([CH3:44])=[N:14][C:15]([CH3:43])=[C:16]([C:26]2[CH:27]=[CH:28][C:29]([O:32][CH2:33][CH2:34][CH2:35][C:36]3[CH:41]=[CH:40][C:39]([F:42])=[CH:38][CH:37]=3)=[CH:30][CH:31]=2)[C:17]=1[N:18]1[CH2:23][CH2:22][C:21]([CH3:25])([CH3:24])[CH2:20][CH2:19]1)[C:7]([OH:9])=[O:8])([CH3:4])([CH3:2])[CH3:3]. The yield is 0.860. (2) The reactants are [Br:1][C:2]1[S:3][C:4]([C:16]([O:18]CC)=[O:17])=[C:5]([C:7]2[CH:12]=[C:11]([Cl:13])[CH:10]=[CH:9][C:8]=2[O:14][CH3:15])[N:6]=1.[OH-].[K+].Cl.C(Cl)Cl. The catalyst is C1COCC1.O. The product is [Br:1][C:2]1[S:3][C:4]([C:16]([OH:18])=[O:17])=[C:5]([C:7]2[CH:12]=[C:11]([Cl:13])[CH:10]=[CH:9][C:8]=2[O:14][CH3:15])[N:6]=1. The yield is 0.950.